This data is from Experimentally validated miRNA-target interactions with 360,000+ pairs, plus equal number of negative samples. The task is: Binary Classification. Given a miRNA mature sequence and a target amino acid sequence, predict their likelihood of interaction. The miRNA is rno-miR-200c-5p with sequence CGUCUUACCCAGCAGUGUUUG. The protein sequence of the target gene is MKMLLLLCLGLTLVCVHAEEASSTGRNFNVEKINGEWHTIILASDKREKIEDNGNFRLFLEQIHVLENSLVLKFHTVRDEECSELSMVADKTEKAGEYSVTYDGFNTFTIPKTDYDNFLMAHLINEKDGETFQLMGLYGREPDLSSDIKERFAQLCEEHGILRENIIDLSNANRCLQARE. Result: 0 (no interaction).